Task: Binary Classification. Given a T-cell receptor sequence (or CDR3 region) and an epitope sequence, predict whether binding occurs between them.. Dataset: TCR-epitope binding with 47,182 pairs between 192 epitopes and 23,139 TCRs (1) The epitope is HTDFSSEIIGY. The TCR CDR3 sequence is CSLGASSYNEQFF. Result: 1 (the TCR binds to the epitope). (2) The TCR CDR3 sequence is CASSPVVAQPQLF. Result: 1 (the TCR binds to the epitope). The epitope is ITEEVGHTDLMAAY. (3) The epitope is LLMPILTLT. The TCR CDR3 sequence is CASSPATYNEQFF. Result: 0 (the TCR does not bind to the epitope). (4) The epitope is SGPLKAEIAQRLED. The TCR CDR3 sequence is CASSQTGWTEAFF. Result: 1 (the TCR binds to the epitope). (5) Result: 1 (the TCR binds to the epitope). The TCR CDR3 sequence is CASRAPGSYEQYF. The epitope is SEISMDNSPNL. (6) The epitope is KLWAQCVQL. The TCR CDR3 sequence is CASSSGQISYNEQFF. Result: 1 (the TCR binds to the epitope). (7) The TCR CDR3 sequence is CASSYWGEQYF. Result: 1 (the TCR binds to the epitope). The epitope is FLNGSCGSV. (8) The epitope is VTEHDTLLY. The TCR CDR3 sequence is CASSSTSGDVSYNEQFF. Result: 0 (the TCR does not bind to the epitope). (9) The epitope is EILDITPCSF. The TCR CDR3 sequence is CASSTRPTEMNTEAFF. Result: 1 (the TCR binds to the epitope).